From a dataset of Full USPTO retrosynthesis dataset with 1.9M reactions from patents (1976-2016). Predict the reactants needed to synthesize the given product. Given the product [Br:1][C:2]1[CH:3]=[C:4]2[C:8](=[CH:9][CH:10]=1)[C:7](=[O:11])[N:6]([CH2:15][C:16]([O:18][C:19]([CH3:22])([CH3:21])[CH3:20])=[O:17])[CH2:5]2, predict the reactants needed to synthesize it. The reactants are: [Br:1][C:2]1[CH:3]=[C:4]2[C:8](=[CH:9][CH:10]=1)[C:7](=[O:11])[NH:6][CH2:5]2.[H-].[Na+].Br[CH2:15][C:16]([O:18][C:19]([CH3:22])([CH3:21])[CH3:20])=[O:17].C([O-])(O)=O.[Na+].